This data is from Catalyst prediction with 721,799 reactions and 888 catalyst types from USPTO. The task is: Predict which catalyst facilitates the given reaction. Reactant: [CH3:1][NH2:2].[CH:3]([C:5]1[CH:6]=[C:7]([CH:12]=[CH:13][CH:14]=1)[C:8](OC)=[O:9])=[O:4].C[Al](C)C.C1(C)C=CC=CC=1. Product: [CH:3]([C:5]1[CH:6]=[C:7]([CH:12]=[CH:13][CH:14]=1)[C:8]([NH:2][CH3:1])=[O:9])=[O:4]. The catalyst class is: 1.